This data is from Ames mutagenicity test results for genotoxicity prediction. The task is: Regression/Classification. Given a drug SMILES string, predict its toxicity properties. Task type varies by dataset: regression for continuous values (e.g., LD50, hERG inhibition percentage) or binary classification for toxic/non-toxic outcomes (e.g., AMES mutagenicity, cardiotoxicity, hepatotoxicity). Dataset: ames. (1) The compound is COc1nsc2c(N)cccc12. The result is 1 (mutagenic). (2) The compound is COc1cc(N=Nc2ccccc2)ccc1[N+](=O)[O-]. The result is 1 (mutagenic). (3) The molecule is COc1nsc2cc(N)ccc12. The result is 1 (mutagenic). (4) The molecule is N#Cc1cccc(C#N)c1. The result is 0 (non-mutagenic). (5) The drug is CCCC[C@@H](CC)COC[C@H]1CO1. The result is 1 (mutagenic).